Dataset: Forward reaction prediction with 1.9M reactions from USPTO patents (1976-2016). Task: Predict the product of the given reaction. (1) Given the reactants [C:1]([O:5][C:6]([N:8]1[CH2:13][CH2:12][C@@H:11]([C:14](O)=[O:15])[C@H:10]([C:17]2[CH:22]=[CH:21][C:20]([F:23])=[CH:19][C:18]=2[CH3:24])[CH2:9]1)=[O:7])([CH3:4])([CH3:3])[CH3:2].[Cl:25][C:26]1[CH:27]=[C:28]([CH:33]2[CH2:37][CH2:36][CH2:35][NH:34]2)[CH:29]=[C:30]([Cl:32])[CH:31]=1.CCN=C=NCCCN(C)C.Cl.C1C=CC2N(O)N=NC=2C=1, predict the reaction product. The product is: [Cl:32][C:30]1[CH:29]=[C:28]([CH:33]2[CH2:37][CH2:36][CH2:35][N:34]2[C:14]([C@@H:11]2[CH2:12][CH2:13][N:8]([C:6]([O:5][C:1]([CH3:4])([CH3:2])[CH3:3])=[O:7])[CH2:9][C@H:10]2[C:17]2[CH:22]=[CH:21][C:20]([F:23])=[CH:19][C:18]=2[CH3:24])=[O:15])[CH:27]=[C:26]([Cl:25])[CH:31]=1. (2) Given the reactants [F:1][C:2]([F:44])([F:43])[C:3]1[CH:4]=[C:5]([CH:36]=[C:37]([C:39]([F:42])([F:41])[F:40])[CH:38]=1)[CH2:6][N:7]([CH2:14][C:15]1[C:20]([C:21]2[CH:26]=[C:25]([CH:27]([CH3:29])[CH3:28])[C:24]([F:30])=[CH:23][C:22]=2[O:31][CH3:32])=[CH:19][CH:18]=[C:17]([C:33]([CH3:35])=[CH2:34])[N:16]=1)[C:8]1[N:9]=[N:10][N:11]([CH3:13])[N:12]=1.[H][H], predict the reaction product. The product is: [F:44][C:2]([F:1])([F:43])[C:3]1[CH:4]=[C:5]([CH:36]=[C:37]([C:39]([F:40])([F:41])[F:42])[CH:38]=1)[CH2:6][N:7]([CH2:14][C:15]1[C:20]([C:21]2[CH:26]=[C:25]([CH:27]([CH3:28])[CH3:29])[C:24]([F:30])=[CH:23][C:22]=2[O:31][CH3:32])=[CH:19][CH:18]=[C:17]([CH:33]([CH3:35])[CH3:34])[N:16]=1)[C:8]1[N:9]=[N:10][N:11]([CH3:13])[N:12]=1. (3) Given the reactants C[O:2][C:3]1[CH:4]=[C:5]2[C:10](=[CH:11][CH:12]=1)[CH:9]([CH2:13][C:14]([O:16][CH2:17][CH3:18])=[O:15])[CH2:8][CH2:7][CH2:6]2.B(Br)(Br)Br, predict the reaction product. The product is: [OH:2][C:3]1[CH:4]=[C:5]2[C:10](=[CH:11][CH:12]=1)[CH:9]([CH2:13][C:14]([O:16][CH2:17][CH3:18])=[O:15])[CH2:8][CH2:7][CH2:6]2. (4) Given the reactants [Na+].[F:2][C:3]([F:16])([F:15])[C:4]1[CH:9]=[CH:8][CH:7]=[CH:6][C:5]=1[CH2:10][S:11]([O-:14])(=[O:13])=[O:12].Cl, predict the reaction product. The product is: [F:16][C:3]([F:2])([F:15])[C:4]1[CH:9]=[CH:8][CH:7]=[CH:6][C:5]=1[CH2:10][S:11]([OH:14])(=[O:13])=[O:12]. (5) Given the reactants [C:1]1([P:7]([C:14]2[CH:19]=[CH:18][CH:17]=[CH:16][CH:15]=2)[C:8]2[CH:13]=[CH:12][CH:11]=[CH:10][CH:9]=2)[CH:6]=[CH:5][CH:4]=[CH:3][CH:2]=1.[Cl:20][CH2:21][C:22]1[C:23]([CH3:29])=[N:24][C:25]([CH3:28])=[CH:26][CH:27]=1, predict the reaction product. The product is: [Cl-:20].[CH3:29][C:23]1[C:22]([CH2:21][P+:7]([C:1]2[CH:2]=[CH:3][CH:4]=[CH:5][CH:6]=2)([C:8]2[CH:13]=[CH:12][CH:11]=[CH:10][CH:9]=2)[C:14]2[CH:15]=[CH:16][CH:17]=[CH:18][CH:19]=2)=[CH:27][CH:26]=[C:25]([CH3:28])[N:24]=1.